This data is from Forward reaction prediction with 1.9M reactions from USPTO patents (1976-2016). The task is: Predict the product of the given reaction. (1) Given the reactants [CH3:1][C:2]([C:4]1[CH:9]=[C:8]([O:10][CH3:11])[C:7]([O:12][CH3:13])=[C:6]([O:14][CH3:15])[CH:5]=1)=[O:3].[Br:16]Br, predict the reaction product. The product is: [Br:16][CH2:1][C:2]([C:4]1[CH:5]=[C:6]([O:14][CH3:15])[C:7]([O:12][CH3:13])=[C:8]([O:10][CH3:11])[CH:9]=1)=[O:3]. (2) Given the reactants [CH:1]1([C:4]2[CH:9]=[CH:8][N:7]=[CH:6][CH:5]=2)[CH2:3][CH2:2]1.C[N:11](C)C1C=CC=CC=1, predict the reaction product. The product is: [CH:1]1([C:4]2[CH:9]=[CH:8][N:7]=[C:6]([NH2:11])[CH:5]=2)[CH2:3][CH2:2]1.